This data is from Catalyst prediction with 721,799 reactions and 888 catalyst types from USPTO. The task is: Predict which catalyst facilitates the given reaction. Reactant: [C:1]([O:10][CH3:11])(=[O:9])[C:2]1[C:3](=[CH:5][CH:6]=[CH:7][CH:8]=1)[NH2:4].CCN(C(C)C)C(C)C.[Cl:21][CH:22]([CH3:26])[C:23](Cl)=[O:24].C([O-])(O)=O.[Na+]. Product: [CH3:11][O:10][C:1](=[O:9])[C:2]1[CH:8]=[CH:7][CH:6]=[CH:5][C:3]=1[NH:4][C:23](=[O:24])[CH:22]([Cl:21])[CH3:26]. The catalyst class is: 2.